Task: Predict which catalyst facilitates the given reaction.. Dataset: Catalyst prediction with 721,799 reactions and 888 catalyst types from USPTO (1) Reactant: [CH3:1][C:2]([C:8]1[CH:9]=[C:10]2[C:15](=[C:16]([C:18]3[CH:19]=[C:20]([CH2:24][C:25]([C:27]4[CH:32]=[CH:31][C:30]([S:33]([CH3:36])(=[O:35])=[O:34])=[CH:29][CH:28]=4)=O)[CH:21]=[CH:22][CH:23]=3)[CH:17]=1)[N:14]=[CH:13][CH:12]=[CH:11]2)([S:4]([CH3:7])(=[O:6])=[O:5])[CH3:3].[NH3:37].[C:38]([O:42]C)(=O)[C:39]#[CH:40]. Product: [CH3:1][C:2]([C:8]1[CH:9]=[C:10]2[C:15](=[C:16]([C:18]3[CH:19]=[C:20]([C:24]4[CH:40]=[CH:39][C:38](=[O:42])[NH:37][C:25]=4[C:27]4[CH:32]=[CH:31][C:30]([S:33]([CH3:36])(=[O:35])=[O:34])=[CH:29][CH:28]=4)[CH:21]=[CH:22][CH:23]=3)[CH:17]=1)[N:14]=[CH:13][CH:12]=[CH:11]2)([S:4]([CH3:7])(=[O:6])=[O:5])[CH3:3]. The catalyst class is: 5. (2) Reactant: [NH2:1][C:2]1[CH:7]=[C:6]([NH:8][C:9](=[O:18])[C:10]2[C:15]([Cl:16])=[CH:14][CH:13]=[CH:12][C:11]=2[Cl:17])[CH:5]=[CH:4][N:3]=1.[C@@H:19]1([C:25](O)=[O:26])[CH2:21][C@H:20]1[C:22]([OH:24])=[O:23].CN(C(ON1N=NC2C=CC=NC1=2)=[N+](C)C)C.F[P-](F)(F)(F)(F)F. Product: [Cl:16][C:15]1[CH:14]=[CH:13][CH:12]=[C:11]([Cl:17])[C:10]=1[C:9]([NH:8][C:6]1[CH:5]=[CH:4][N:3]=[C:2]([NH:1][C:25]([C@@H:19]2[CH2:21][C@H:20]2[C:22]([OH:24])=[O:23])=[O:26])[CH:7]=1)=[O:18]. The catalyst class is: 3. (3) The catalyst class is: 5. Product: [NH2:13][C:12]1[C:6]2[CH:7]=[N:8][C:9]3[CH:10]=[CH:11][C:2]([F:1])=[CH:3][C:4]=3[C:5]=2[S:14][C:22]=1[C:21]([C:20]1[CH:25]=[CH:26][C:17]([O:16][CH3:15])=[CH:18][CH:19]=1)=[O:24]. Reactant: [F:1][C:2]1[CH:3]=[C:4]2[C:9](=[CH:10][CH:11]=1)[N:8]=[CH:7][C:6]([C:12]#[N:13])=[C:5]2[SH:14].[CH3:15][O:16][C:17]1[CH:26]=[CH:25][C:20]([C:21](=[O:24])[CH2:22]Br)=[CH:19][CH:18]=1.[OH-].[Na+]. (4) Reactant: [NH2:1][C:2]1[C:7]([N+:8]([O-])=O)=[C:6]([N:11]2[CH2:16][CH2:15][N:14]([CH2:17][C:18]([NH:20][C:21]3[S:22][CH:23]=[C:24]([CH3:26])[N:25]=3)=[O:19])[CH2:13][CH2:12]2)[C:5]([Cl:27])=[CH:4][N:3]=1.[CH3:28][N:29]([CH3:38])[C:30]1[CH:37]=[CH:36][C:33]([CH:34]=O)=[CH:32][CH:31]=1.[O-]S(S([O-])=O)=O.[Na+].[Na+]. Product: [Cl:27][C:5]1[C:6]([N:11]2[CH2:16][CH2:15][N:14]([CH2:17][C:18]([NH:20][C:21]3[S:22][CH:23]=[C:24]([CH3:26])[N:25]=3)=[O:19])[CH2:13][CH2:12]2)=[C:7]2[N:8]=[C:34]([C:33]3[CH:36]=[CH:37][C:30]([N:29]([CH3:38])[CH3:28])=[CH:31][CH:32]=3)[NH:1][C:2]2=[N:3][CH:4]=1. The catalyst class is: 8. (5) Reactant: [CH2:1]([O:8][C:9]1[C:14](=[O:15])[CH:13]=[CH:12]O[C:10]=1[CH3:16])[C:2]1[CH:7]=[CH:6][CH:5]=[CH:4][CH:3]=1.[OH-].[NH4+:18]. Product: [CH2:1]([O:8][C:9]1[C:14](=[O:15])[CH:13]=[CH:12][NH:18][C:10]=1[CH3:16])[C:2]1[CH:7]=[CH:6][CH:5]=[CH:4][CH:3]=1. The catalyst class is: 8. (6) Reactant: [Cl:1][C:2]1[C:3]([O:30][C@H:31]2[CH2:36][CH2:35][CH2:34][CH2:33][C@@H:32]2[C:37]2[N:41]([CH3:42])[N:40]=[CH:39][CH:38]=2)=[CH:4][C:5]([F:29])=[C:6]([S:8]([N:11](CC2C=CC(OC)=CC=2OC)[C:12]2[CH:17]=[CH:16][N:15]=[CH:14][N:13]=2)(=[O:10])=[O:9])[CH:7]=1.C([SiH](CC)CC)C.FC(F)(F)C(O)=O. Product: [Cl:1][C:2]1[C:3]([O:30][C@H:31]2[CH2:36][CH2:35][CH2:34][CH2:33][C@@H:32]2[C:37]2[N:41]([CH3:42])[N:40]=[CH:39][CH:38]=2)=[CH:4][C:5]([F:29])=[C:6]([S:8]([NH:11][C:12]2[CH:17]=[CH:16][N:15]=[CH:14][N:13]=2)(=[O:10])=[O:9])[CH:7]=1. The catalyst class is: 4. (7) Reactant: [F:1][C:2]1[CH:7]=[CH:6][C:5]([C:8]2[C:9]3[CH:21]=[CH:20][C:19](=[O:22])[N:18]([C:23]4[CH:28]=[CH:27][CH:26]=[CH:25][C:24]=4[F:29])[C:10]=3[N:11]=[C:12](S(C)(=O)=O)[N:13]=2)=[C:4]([CH3:30])[CH:3]=1.[CH:31]1([NH2:37])[CH2:36][CH2:35][CH2:34][CH2:33][CH2:32]1. Product: [CH:31]1([NH:37][C:12]2[N:13]=[C:8]([C:5]3[CH:6]=[CH:7][C:2]([F:1])=[CH:3][C:4]=3[CH3:30])[C:9]3[CH:21]=[CH:20][C:19](=[O:22])[N:18]([C:23]4[CH:28]=[CH:27][CH:26]=[CH:25][C:24]=4[F:29])[C:10]=3[N:11]=2)[CH2:36][CH2:35][CH2:34][CH2:33][CH2:32]1. The catalyst class is: 1.